Task: Predict which catalyst facilitates the given reaction.. Dataset: Catalyst prediction with 721,799 reactions and 888 catalyst types from USPTO (1) Reactant: F[C:2]1[CH:3]=[N:4][CH:5]=[CH:6][C:7]=1[C:8]1[S:9][C:10]([CH3:13])=[N:11][N:12]=1.[F:14][C:15]1([C:21]([O:23][CH2:24][CH3:25])=[O:22])[CH2:20][CH2:19][NH:18][CH2:17][CH2:16]1.C(=O)([O-])[O-].[K+].[K+].CN1C(=O)CCC1. Product: [F:14][C:15]1([C:21]([O:23][CH2:24][CH3:25])=[O:22])[CH2:16][CH2:17][N:18]([C:2]2[CH:3]=[N:4][CH:5]=[CH:6][C:7]=2[C:8]2[S:9][C:10]([CH3:13])=[N:11][N:12]=2)[CH2:19][CH2:20]1. The catalyst class is: 6. (2) Reactant: [F:1][C:2]1[CH:7]=[CH:6][C:5]([C:8]#[C:9][C:10]([O:12][CH3:13])=[O:11])=[CH:4][CH:3]=1.[I-].[NH2:15][N+:16]1[CH:21]=[CH:20][CH:19]=[CH:18][CH:17]=1.N1(C2CCCCCCCCCC2)CCCN=CCCCCC1. Product: [F:1][C:2]1[CH:3]=[CH:4][C:5]([C:8]2[C:9]([C:10]([O:12][CH3:13])=[O:11])=[C:17]3[CH:18]=[CH:19][CH:20]=[CH:21][N:16]3[N:15]=2)=[CH:6][CH:7]=1. The catalyst class is: 10.